From a dataset of Forward reaction prediction with 1.9M reactions from USPTO patents (1976-2016). Predict the product of the given reaction. (1) Given the reactants Cl[C:2]1[N:7]=[C:6]([C:8]2[S:12][C:11]([CH2:13][F:14])=[N:10][C:9]=2[C:15]2[CH:16]=[C:17]([NH:21][C:22](=[O:31])[C:23]3[C:28]([F:29])=[CH:27][CH:26]=[CH:25][C:24]=3[F:30])[CH:18]=[CH:19][CH:20]=2)[CH:5]=[CH:4][N:3]=1.Cl.[F:33][C:34]1[CH:35]=[C:36]([NH2:48])[CH:37]=[CH:38][C:39]=1[O:40][CH2:41][CH2:42][N:43]1[CH2:47][CH2:46][CH2:45][CH2:44]1, predict the reaction product. The product is: [F:30][C:24]1[CH:25]=[CH:26][CH:27]=[C:28]([F:29])[C:23]=1[C:22]([NH:21][C:17]1[CH:18]=[CH:19][CH:20]=[C:15]([C:9]2[N:10]=[C:11]([CH2:13][F:14])[S:12][C:8]=2[C:6]2[CH:5]=[CH:4][N:3]=[C:2]([NH:48][C:36]3[CH:37]=[CH:38][C:39]([O:40][CH2:41][CH2:42][N:43]4[CH2:44][CH2:45][CH2:46][CH2:47]4)=[C:34]([F:33])[CH:35]=3)[N:7]=2)[CH:16]=1)=[O:31]. (2) Given the reactants C(OC(=O)[NH:7][C:8]1[S:9][C:10]([CH2:14][CH3:15])=[C:11]([CH3:13])[N:12]=1)(C)(C)C.C(O)(C(F)(F)F)=O.C([O-])(O)=O.[Na+], predict the reaction product. The product is: [CH2:14]([C:10]1[S:9][C:8]([NH2:7])=[N:12][C:11]=1[CH3:13])[CH3:15]. (3) Given the reactants [Cl:1][C:2]1[CH:28]=[CH:27][C:5]([CH2:6][N:7]2[C:15](=[O:16])[C:14]3[N:13]([C:17]4[CH:22]=[CH:21][C:20]([F:23])=[CH:19][CH:18]=4)[C:12]([O:24][CH3:25])=[N:11][C:10]=3[NH:9][C:8]2=[O:26])=[CH:4][CH:3]=1.C([O-])([O-])=O.[Cs+].[Cs+].I[CH2:36][CH3:37].C(OCC)(=O)C, predict the reaction product. The product is: [Cl:1][C:2]1[CH:28]=[CH:27][C:5]([CH2:6][N:7]2[C:15](=[O:16])[C:14]3[N:13]([C:17]4[CH:18]=[CH:19][C:20]([F:23])=[CH:21][CH:22]=4)[C:12]([O:24][CH3:25])=[N:11][C:10]=3[N:9]([CH2:36][CH3:37])[C:8]2=[O:26])=[CH:4][CH:3]=1. (4) The product is: [CH3:27][N:28]([CH2:21][C:12]1[C:13](=[O:20])[N:14]([CH2:16][CH:17]([CH3:19])[CH3:18])[N:15]=[C:10]([C:4]2[CH:5]=[CH:6][C:7]([O:8][CH3:9])=[C:2]([F:1])[CH:3]=2)[CH:11]=1)[CH3:29]. Given the reactants [F:1][C:2]1[CH:3]=[C:4]([C:10]2[CH:11]=[C:12]([CH2:21]OS(C)(=O)=O)[C:13](=[O:20])[N:14]([CH2:16][CH:17]([CH3:19])[CH3:18])[N:15]=2)[CH:5]=[CH:6][C:7]=1[O:8][CH3:9].[CH3:27][NH:28][CH3:29], predict the reaction product. (5) Given the reactants [F:1][C:2]([F:7])([F:6])[C:3]([OH:5])=[O:4].[F:8][C:9]([F:14])([F:13])[C:10]([OH:12])=[O:11].[C:15]([C:18]1[CH:52]=[CH:51][C:21]([C:22]([N:24]2[CH2:28][C@@H:27]([N:29]3[CH2:34][CH2:33][N:32]([S:35]([CH3:38])(=[O:37])=[O:36])[CH2:31][CH2:30]3)[CH2:26][C@H:25]2[C:39]([NH:41][C:42]2[CH:50]=[CH:49][C:45]([C:46]([OH:48])=[O:47])=[CH:44][CH:43]=2)=[O:40])=[O:23])=[CH:20][CH:19]=1)(=[NH:17])[NH2:16], predict the reaction product. The product is: [F:1][C:2]([F:7])([F:6])[C:3]([OH:5])=[O:4].[F:8][C:9]([F:14])([F:13])[C:10]([OH:12])=[O:11].[C:15]([C:18]1[CH:19]=[CH:20][C:21]([C:22]([N:24]2[CH2:28][C@@H:27]([N:29]3[CH2:34][CH2:33][N:32]([S:35]([CH3:38])(=[O:37])=[O:36])[CH2:31][CH2:30]3)[CH2:26][C@H:25]2[C:39]([NH:41][C:42]2[CH:43]=[CH:44][C:45]([C:46]([O:48][CH2:2][CH3:3])=[O:47])=[CH:49][CH:50]=2)=[O:40])=[O:23])=[CH:51][CH:52]=1)(=[NH:16])[NH2:17]. (6) Given the reactants [CH2:1]([C:8]1[N:13]=[C:12]([C:14]([O:16][CH3:17])=[O:15])[C:11]([O:18][C:19]([O:21][C:22]([CH3:25])([CH3:24])[CH3:23])=[O:20])=[C:10]([OH:26])[N:9]=1)[C:2]1[CH:7]=[CH:6][CH:5]=[CH:4][CH:3]=1.C(Cl)(=O)C(C)(C)C.Cl[CH2:35][CH2:36][N:37]1[CH2:42][CH2:41][O:40][CH2:39][CH2:38]1, predict the reaction product. The product is: [CH2:1]([C:8]1[N:13]=[C:12]([C:14]([O:16][CH3:17])=[O:15])[C:11]([O:18][C:19]([O:21][C:22]([CH3:23])([CH3:25])[CH3:24])=[O:20])=[C:10]([O:26][CH2:35][CH2:36][N:37]2[CH2:42][CH2:41][O:40][CH2:39][CH2:38]2)[N:9]=1)[C:2]1[CH:7]=[CH:6][CH:5]=[CH:4][CH:3]=1.